This data is from Reaction yield outcomes from USPTO patents with 853,638 reactions. The task is: Predict the reaction yield, written as a fraction of the theoretical maximum amount of product (1.0 means a 100% yield; for example, 0.34 means a 34% yield). (1) The reactants are [C:9](O[C:9]([O:11][C:12]([CH3:15])([CH3:14])[CH3:13])=[O:10])([O:11][C:12]([CH3:15])([CH3:14])[CH3:13])=[O:10].[NH:16]1[C:24]2[CH:23]=[CH:22][CH:21]=[C:20]([C:25]([O:27][CH3:28])=[O:26])[C:19]=2[CH:18]=[CH:17]1. The catalyst is CN(C1C=CN=CC=1)C.C(#N)C.C(OCC)(=O)C. The product is [N:16]1([C:9]([O:11][C:12]([CH3:13])([CH3:14])[CH3:15])=[O:10])[C:24]2[CH:23]=[CH:22][CH:21]=[C:20]([C:25]([O:27][CH3:28])=[O:26])[C:19]=2[CH:18]=[CH:17]1. The yield is 1.00. (2) The reactants are C([N:8]([CH3:31])[C:9]1([C:12]2[CH:17]=[CH:16][C:15]([C:18]#[C:19][C:20]3[CH:30]=[CH:29][C:23]([C:24]([O:26]CC)=[O:25])=[CH:22][CH:21]=3)=[CH:14][CH:13]=2)[CH2:11][CH2:10]1)C1C=CC=CC=1.[OH-].[Na+]. The catalyst is C(O)C.O1CCCC1. The product is [CH2:9]([CH2:31][NH:8][C:9]1([C:12]2[CH:13]=[CH:14][C:15]([C:18]#[C:19][C:20]3[CH:21]=[CH:22][C:23]([C:24]([OH:26])=[O:25])=[CH:29][CH:30]=3)=[CH:16][CH:17]=2)[CH2:11][CH2:10]1)[C:12]1[CH:17]=[CH:16][CH:15]=[CH:14][CH:13]=1. The yield is 0.750.